Task: Predict the product of the given reaction.. Dataset: Forward reaction prediction with 1.9M reactions from USPTO patents (1976-2016) (1) Given the reactants [CH2:1]([C:3]([C:9]([O:11][CH3:12])=[O:10])([CH2:7][CH3:8])C([O-])=O)[CH3:2].C([N:15]([CH2:18]C)CC)C.C1(P(N=[N+]=[N-])(C2C=CC=CC=2)=[O:27])C=CC=CC=1.[CH2:37]([OH:44])[C:38]1[CH:43]=[CH:42][CH:41]=[CH:40][CH:39]=1, predict the reaction product. The product is: [CH3:12][O:11][C:9](=[O:10])[C:3]([NH:15][C:18]([O:44][CH2:37][C:38]1[CH:43]=[CH:42][CH:41]=[CH:40][CH:39]=1)=[O:27])([CH2:1][CH3:2])[CH2:7][CH3:8]. (2) The product is: [Br:3][C:4]1[CH:13]=[CH:12][C:7]([O:8][CH2:9][CH2:10][O:11][C:15]2[N:20]=[CH:19][N:18]=[C:17]([NH:21][S:22]([CH2:25][CH2:26][C:27]3[CH:32]=[CH:31][CH:30]=[CH:29][CH:28]=3)(=[O:23])=[O:24])[C:16]=2[C:33]2[CH:34]=[CH:35][C:36]([CH3:39])=[CH:37][CH:38]=2)=[CH:6][CH:5]=1. Given the reactants [H-].[Na+].[Br:3][C:4]1[CH:13]=[CH:12][C:7]([O:8][CH2:9][CH2:10][OH:11])=[CH:6][CH:5]=1.Cl[C:15]1[N:20]=[CH:19][N:18]=[C:17]([NH:21][S:22]([CH2:25][CH2:26][C:27]2[CH:32]=[CH:31][CH:30]=[CH:29][CH:28]=2)(=[O:24])=[O:23])[C:16]=1[C:33]1[CH:38]=[CH:37][C:36]([CH3:39])=[CH:35][CH:34]=1, predict the reaction product. (3) Given the reactants Cl.O1CCOCC1.C(OC(=O)[NH:14][C:15]([C:22]1[CH:27]=[CH:26][CH:25]=[C:24]([Br:28])[CH:23]=1)([C:17]1[CH:21]=[CH:20][NH:19][N:18]=1)[CH3:16])(C)(C)C, predict the reaction product. The product is: [Br:28][C:24]1[CH:23]=[C:22]([C:15]([NH2:14])([C:17]2[CH:21]=[CH:20][NH:19][N:18]=2)[CH3:16])[CH:27]=[CH:26][CH:25]=1. (4) Given the reactants C([Si]([O:8][C:9]1[CH:14]=[C:13]([O:15][CH3:16])[CH:12]=[CH:11][C:10]=1[F:17])(C)C)(C)(C)C.CN(C)CCN(C)CCN(C)C.C([Li])CCC.CN(C)[CH:37]=[O:38], predict the reaction product. The product is: [F:17][C:10]1[C:9]([OH:8])=[CH:14][C:13]([O:15][CH3:16])=[CH:12][C:11]=1[CH:37]=[O:38]. (5) Given the reactants [CH3:1][NH:2][C:3](=[O:6])[CH:4]=[CH2:5].[CH3:7][O:8][CH2:9][CH2:10][NH2:11].CCO, predict the reaction product. The product is: [CH3:7][O:8][CH2:9][CH2:10][NH:11][CH2:5][CH2:4][C:3]([NH:2][CH3:1])=[O:6].